Predict which catalyst facilitates the given reaction. From a dataset of Catalyst prediction with 721,799 reactions and 888 catalyst types from USPTO. (1) Reactant: Br[C:2]1[CH:3]=[CH:4][C:5]([Cl:20])=[C:6]([CH:19]=1)[CH2:7][N:8]([CH:16]1[CH2:18][CH2:17]1)[C:9](=[O:15])[O:10][C:11]([CH3:14])([CH3:13])[CH3:12].[F-].[Cs+].[CH2:23]([Sn](CCCC)(CCCC)CCCC)[CH:24]=[CH2:25]. Product: [CH2:25]([C:2]1[CH:3]=[CH:4][C:5]([Cl:20])=[C:6]([CH:19]=1)[CH2:7][N:8]([CH:16]1[CH2:18][CH2:17]1)[C:9](=[O:15])[O:10][C:11]([CH3:14])([CH3:13])[CH3:12])[CH:24]=[CH2:23]. The catalyst class is: 1. (2) Reactant: [CH3:1][S:2](Cl)(=[O:4])=[O:3].[CH2:6]([N:8]([C:16]1[S:17][C@H:18]2[O:24][C@H:23]([CH2:25][OH:26])[C@@H:22]([O:27][CH2:28][C:29]3[CH:34]=[CH:33][C:32]([O:35][CH3:36])=[CH:31][CH:30]=3)[C@H:21]([O:37][CH2:38][C:39]3[CH:44]=[CH:43][C:42]([O:45][CH3:46])=[CH:41][CH:40]=3)[C@H:19]2[N:20]=1)[C:9](=[O:15])[O:10][C:11]([CH3:14])([CH3:13])[CH3:12])[CH3:7]. Product: [CH3:1][S:2]([O:26][CH2:25][C@H:23]1[O:24][C@H:18]2[C@H:19]([N:20]=[C:16]([N:8]([C:9]([O:10][C:11]([CH3:13])([CH3:14])[CH3:12])=[O:15])[CH2:6][CH3:7])[S:17]2)[C@@H:21]([O:37][CH2:38][C:39]2[CH:40]=[CH:41][C:42]([O:45][CH3:46])=[CH:43][CH:44]=2)[C@@H:22]1[O:27][CH2:28][C:29]1[CH:34]=[CH:33][C:32]([O:35][CH3:36])=[CH:31][CH:30]=1)(=[O:4])=[O:3]. The catalyst class is: 298. (3) Reactant: Br[CH2:2][C:3]1[C:4]2[C:9]([CH:10]=[C:11]3[C:16]=1[CH:15]=[CH:14][CH:13]=[CH:12]3)=[CH:8][CH:7]=[CH:6][CH:5]=2.[N-:17]=[N+:18]=[N-:19].[Na+]. Product: [N:17]([CH2:2][C:3]1[C:4]2[C:9]([CH:10]=[C:11]3[C:16]=1[CH:15]=[CH:14][CH:13]=[CH:12]3)=[CH:8][CH:7]=[CH:6][CH:5]=2)=[N+:18]=[N-:19]. The catalyst class is: 9.